From a dataset of Forward reaction prediction with 1.9M reactions from USPTO patents (1976-2016). Predict the product of the given reaction. (1) Given the reactants [NH2:1][C@@H:2]([CH2:11][CH2:12][CH3:13])[C@H:3]([OH:10])[C:4]([NH:6][CH:7]1[CH2:9][CH2:8]1)=[O:5].[Cl:14][C:15]1[CH:20]=[C:19]([F:21])[CH:18]=[CH:17][C:16]=1[S:22]([C@H:25]1[CH2:29][N:28]([C:30]([C:32]2([C:35]3[CH:40]=[CH:39][C:38]([Cl:41])=[CH:37][CH:36]=3)[CH2:34][CH2:33]2)=[O:31])[C@H:27]([C:42](O)=[O:43])[CH2:26]1)(=[O:24])=[O:23], predict the reaction product. The product is: [Cl:14][C:15]1[CH:20]=[C:19]([F:21])[CH:18]=[CH:17][C:16]=1[S:22]([C@H:25]1[CH2:29][N:28]([C:30]([C:32]2([C:35]3[CH:36]=[CH:37][C:38]([Cl:41])=[CH:39][CH:40]=3)[CH2:34][CH2:33]2)=[O:31])[C@H:27]([C:42]([NH:1][C@@H:2]([CH2:11][CH2:12][CH3:13])[C:3](=[O:10])[C:4]([NH:6][CH:7]2[CH2:8][CH2:9]2)=[O:5])=[O:43])[CH2:26]1)(=[O:24])=[O:23]. (2) Given the reactants [NH2:1][CH2:2][C@H:3]1[N:8]([C:9]([C:11]2[N:12]=[C:13]([CH3:23])[S:14][C:15]=2[C:16]2[CH:17]=[C:18]([CH3:22])[CH:19]=[CH:20][CH:21]=2)=[O:10])[CH2:7][C@H:6]2[C@@H:4]1[CH2:5]2.[CH3:24][O:25][C:26]1[CH:34]=[C:33]([O:35][CH3:36])[CH:32]=[CH:31][C:27]=1[C:28](O)=[O:29], predict the reaction product. The product is: [CH3:24][O:25][C:26]1[CH:34]=[C:33]([O:35][CH3:36])[CH:32]=[CH:31][C:27]=1[C:28]([NH:1][CH2:2][C@H:3]1[N:8]([C:9]([C:11]2[N:12]=[C:13]([CH3:23])[S:14][C:15]=2[C:16]2[CH:17]=[C:18]([CH3:22])[CH:19]=[CH:20][CH:21]=2)=[O:10])[CH2:7][C@H:6]2[C@@H:4]1[CH2:5]2)=[O:29]. (3) Given the reactants [CH2:1]([O:3][C:4](=[O:14])[NH:5][C:6]([N:8]1[CH2:13][CH2:12][O:11][CH2:10][CH2:9]1)=S)[CH3:2].Cl.Cl.[NH2:17][CH:18]([CH2:33][CH:34]1[CH2:39][CH2:38][CH2:37][CH2:36][CH2:35]1)[C:19]([NH:21][C:22]1([C:31]#[N:32])[CH2:27][CH2:26][N:25]([CH2:28][CH2:29][CH3:30])[CH2:24][CH2:23]1)=[O:20], predict the reaction product. The product is: [CH2:1]([O:3][C:4](=[O:14])[NH:5][C:6](=[N:17][CH:18]([C:19](=[O:20])[NH:21][C:22]1([C:31]#[N:32])[CH2:23][CH2:24][N:25]([CH2:28][CH2:29][CH3:30])[CH2:26][CH2:27]1)[CH2:33][CH:34]1[CH2:39][CH2:38][CH2:37][CH2:36][CH2:35]1)[N:8]1[CH2:13][CH2:12][O:11][CH2:10][CH2:9]1)[CH3:2]. (4) Given the reactants Cl[C:2]1[CH:7]=[C:6]([C:8]2[C:17]3[C:12](=[CH:13][CH:14]=[CH:15][CH:16]=3)[N:11]=[CH:10][CH:9]=2)[N:5]=[C:4]([NH:18][C:19]2[CH:24]=[CH:23][C:22]([C:25]([F:28])([F:27])[F:26])=[CH:21][CH:20]=2)[N:3]=1.[NH4+:29].[OH-].O, predict the reaction product. The product is: [N:11]1[C:12]2[C:17](=[CH:16][CH:15]=[CH:14][CH:13]=2)[C:8]([C:6]2[N:5]=[C:4]([NH:18][C:19]3[CH:24]=[CH:23][C:22]([C:25]([F:28])([F:27])[F:26])=[CH:21][CH:20]=3)[N:3]=[C:2]([NH2:29])[CH:7]=2)=[CH:9][CH:10]=1. (5) The product is: [Br:1][C:2]1[CH:7]=[CH:6][C:5]([C:8]2[N:13]=[N:12][C:11]([NH:18][NH2:19])=[N:10][CH:9]=2)=[CH:4][C:3]=1[F:16]. Given the reactants [Br:1][C:2]1[CH:7]=[CH:6][C:5]([C:8]2[N:13]=[N:12][C:11](SC)=[N:10][CH:9]=2)=[CH:4][C:3]=1[F:16].O.[NH2:18][NH2:19], predict the reaction product.